Dataset: hERG potassium channel inhibition data for cardiac toxicity prediction from Karim et al.. Task: Regression/Classification. Given a drug SMILES string, predict its toxicity properties. Task type varies by dataset: regression for continuous values (e.g., LD50, hERG inhibition percentage) or binary classification for toxic/non-toxic outcomes (e.g., AMES mutagenicity, cardiotoxicity, hepatotoxicity). Dataset: herg_karim. (1) The drug is COc1cc(Nc2cc(-c3cccc(C#N)c3)ccn2)ccc1N1CCOCC1. The result is 1 (blocker). (2) The compound is Cc1nnc(C(C)C)n1C1CCN(C(C)C[C@H](NC(=O)C2CC(F)(F)C2)c2ccccc2)CC1. The result is 1 (blocker). (3) The drug is Cc1ccc(C#CCOCc2cccc(COCC#Cc3ccc(C)cc3)[n+]2C)cc1. The result is 1 (blocker). (4) The molecule is CN1C[C@@H]2CCC[C@]2(c2ccc(Cl)c(Cl)c2)C1. The result is 1 (blocker).